This data is from Full USPTO retrosynthesis dataset with 1.9M reactions from patents (1976-2016). The task is: Predict the reactants needed to synthesize the given product. (1) Given the product [O:15]1[C:14]2[CH:18]=[CH:19][C:11]([C:7]3[NH:6][C:5]4[N:4]([N:3]=[C:2]([NH:1][C:34](=[O:37])[CH2:35][CH3:36])[C:20]=4[C:21]4[CH:26]=[CH:25][CH:24]=[CH:23][N:22]=4)[C:9](=[O:10])[CH:8]=3)=[CH:12][C:13]=2[O:17][CH2:16]1, predict the reactants needed to synthesize it. The reactants are: [NH2:1][C:2]1[C:20]([C:21]2[CH:26]=[CH:25][CH:24]=[CH:23][N:22]=2)=[C:5]2[NH:6][C:7]([C:11]3[CH:19]=[CH:18][C:14]4[O:15][CH2:16][O:17][C:13]=4[CH:12]=3)=[CH:8][C:9](=[O:10])[N:4]2[N:3]=1.C(N(CC)CC)C.[C:34](Cl)(=[O:37])[CH2:35][CH3:36]. (2) The reactants are: [C:1]([O:5][C:6]([N:8]1[CH2:13][CH2:12][CH:11]([C:14](=O)[CH3:15])[CH2:10][CH2:9]1)=[O:7])([CH3:4])([CH3:3])[CH3:2].[NH2:17][C:18]1[C:23]([CH:24]=O)=[CH:22][CH:21]=[CH:20][N:19]=1.N1CCC[C@H]1C(O)=O. Given the product [C:1]([O:5][C:6]([N:8]1[CH2:13][CH2:12][CH:11]([C:14]2[CH:15]=[CH:24][C:23]3[C:18](=[N:19][CH:20]=[CH:21][CH:22]=3)[N:17]=2)[CH2:10][CH2:9]1)=[O:7])([CH3:4])([CH3:3])[CH3:2], predict the reactants needed to synthesize it. (3) Given the product [CH:22]([O:21][CH2:20][C:16]1[CH:15]=[C:14]([C:13]2[O:12][CH:11]=[N:10][C:9]=2[C:7]([OH:8])=[O:6])[CH:19]=[CH:18][CH:17]=1)([CH3:24])[CH3:23], predict the reactants needed to synthesize it. The reactants are: N#N.C([O:6][C:7]([C:9]1[N:10]=[CH:11][O:12][C:13]=1[C:14]1[CH:19]=[CH:18][CH:17]=[C:16]([CH2:20][O:21][CH:22]([CH3:24])[CH3:23])[CH:15]=1)=[O:8])(C)C.[OH-].[Na+].Cl. (4) Given the product [CH:1]([O:4][C:5](=[O:32])[CH2:6][CH:7]([CH:16]1[CH2:17][CH2:18][NH:19][CH2:20][CH2:21]1)[C:8]1[CH:13]=[C:12]([F:14])[CH:11]=[C:10]([F:15])[CH:9]=1)([CH3:3])[CH3:2], predict the reactants needed to synthesize it. The reactants are: [CH:1]([O:4][C:5](=[O:32])[CH2:6][CH:7]([CH:16]1[CH2:21][CH2:20][N:19](C(OCC2C=CC=CC=2)=O)[CH2:18][CH2:17]1)[C:8]1[CH:13]=[C:12]([F:14])[CH:11]=[C:10]([F:15])[CH:9]=1)([CH3:3])[CH3:2]. (5) Given the product [O:1]1[CH:5]=[CH:4][N:3]=[C:2]1[C:6]1[CH:7]=[C:8]([C:24]([OH:26])=[O:25])[C:9]2[CH2:10][CH2:11][N:12]([CH:17]([CH2:18][CH2:19][CH3:20])[CH2:21][CH2:22][CH3:23])[C:13](=[O:16])[C:14]=2[CH:15]=1, predict the reactants needed to synthesize it. The reactants are: [O:1]1[CH:5]=[CH:4][N:3]=[C:2]1[C:6]1[CH:7]=[C:8]([C:24]([O:26]C)=[O:25])[C:9]2[CH2:10][CH2:11][N:12]([CH:17]([CH2:21][CH2:22][CH3:23])[CH2:18][CH2:19][CH3:20])[C:13](=[O:16])[C:14]=2[CH:15]=1.[OH-].[Na+]. (6) Given the product [F:29][CH:2]([F:1])[C:3]1[CH:4]=[C:5]([C:10]2[N:11]=[C:12]([CH:23]3[CH2:24][CH2:25][N:26]([C:31]4[C:32]5[CH:39]([CH2:40][CH3:41])[C:38](=[O:42])[NH:37][C:33]=5[N:34]=[CH:35][N:36]=4)[CH2:27][CH2:28]3)[N:13]([CH2:15][C@H:16]3[CH2:21][CH2:20][CH2:19][CH2:18][N:17]3[CH3:22])[CH:14]=2)[CH:6]=[CH:7][C:8]=1[F:9], predict the reactants needed to synthesize it. The reactants are: [F:1][CH:2]([F:29])[C:3]1[CH:4]=[C:5]([C:10]2[N:11]=[C:12]([CH:23]3[CH2:28][CH2:27][NH:26][CH2:25][CH2:24]3)[N:13]([CH2:15][C@H:16]3[CH2:21][CH2:20][CH2:19][CH2:18][N:17]3[CH3:22])[CH:14]=2)[CH:6]=[CH:7][C:8]=1[F:9].Cl[C:31]1[C:32]2[CH:39]([CH2:40][CH3:41])[C:38](=[O:42])[NH:37][C:33]=2[N:34]=[CH:35][N:36]=1.CCN(C(C)C)C(C)C.CC(O)C.